Task: Predict the product of the given reaction.. Dataset: Forward reaction prediction with 1.9M reactions from USPTO patents (1976-2016) (1) The product is: [C:1]([O:5][CH:6]([C:12]1[C:21]([CH3:22])=[CH:20][C:19]2[C:14](=[CH:15][CH:16]=[CH:17][C:18]=2[CH3:23])[C:13]=1[C:24]1[CH:29]=[CH:28][C:27]([Cl:30])=[CH:26][CH:25]=1)[C:7]([OH:9])=[O:8])([CH3:4])([CH3:2])[CH3:3]. Given the reactants [C:1]([O:5][CH:6]([C:12]1[C:21]([CH3:22])=[CH:20][C:19]2[C:14](=[CH:15][CH:16]=[CH:17][C:18]=2[CH3:23])[C:13]=1[C:24]1[CH:29]=[CH:28][C:27]([Cl:30])=[CH:26][CH:25]=1)[C:7]([O:9]CC)=[O:8])([CH3:4])([CH3:3])[CH3:2].[OH-].[Li+], predict the reaction product. (2) Given the reactants [Br:1][C:2]1[CH:7]=[CH:6][C:5]([Cl:8])=[CH:4][C:3]=1[CH2:9]Br.[CH3:11][O:12][C:13]1[CH:20]=[CH:19][C:16]([CH2:17][NH2:18])=[CH:15][CH:14]=1.C(=O)([O-])[O-].[K+].[K+], predict the reaction product. The product is: [CH3:11][O:12][C:13]1[CH:20]=[CH:19][C:16]([CH2:17][NH:18][CH2:9][C:3]2[CH:4]=[C:5]([Cl:8])[CH:6]=[CH:7][C:2]=2[Br:1])=[CH:15][CH:14]=1. (3) Given the reactants [Br:1][C:2]1[CH:3]=[C:4]([CH:41]=[C:42]([Br:45])[C:43]=1[OH:44])[CH2:5][C@H:6]([C:8]([NH:10][C@H:11]([C:27]([N:29]1[CH2:34][CH2:33][N:32]([C:35]2[CH:40]=[CH:39][N:38]=[CH:37][CH:36]=2)[CH2:31][CH2:30]1)=[O:28])[CH2:12][CH2:13][CH2:14][CH2:15][NH:16][C:17]([O:19][CH2:20][C:21]1[CH:26]=[CH:25][CH:24]=[CH:23][CH:22]=1)=[O:18])=[O:9])[NH2:7].[CH3:46][O:47][C:48]1[CH:58]=[CH:57][CH:56]=[CH:55][C:49]=1[CH2:50][CH2:51][N:52]=[C:53]=[O:54], predict the reaction product. The product is: [CH3:46][O:47][C:48]1[CH:58]=[CH:57][CH:56]=[CH:55][C:49]=1[CH2:50][CH2:51][NH:52][C:53]([NH:7][C@@H:6]([C:8]([NH:10][C@H:11]([C:27]([N:29]1[CH2:34][CH2:33][N:32]([C:35]2[CH:40]=[CH:39][N:38]=[CH:37][CH:36]=2)[CH2:31][CH2:30]1)=[O:28])[CH2:12][CH2:13][CH2:14][CH2:15][NH:16][C:17]([O:19][CH2:20][C:21]1[CH:26]=[CH:25][CH:24]=[CH:23][CH:22]=1)=[O:18])=[O:9])[CH2:5][C:4]1[CH:3]=[C:2]([Br:1])[C:43]([OH:44])=[C:42]([Br:45])[CH:41]=1)=[O:54].